This data is from Forward reaction prediction with 1.9M reactions from USPTO patents (1976-2016). The task is: Predict the product of the given reaction. (1) Given the reactants C=O.[CH:3]1[C:15]2[CH:14]([CH2:16][O:17][C:18]([NH:20][C@@H:21]([CH2:25][O:26][CH2:27][CH3:28])[C:22]([OH:24])=[O:23])=[O:19])[C:13]3[C:8](=[CH:9][CH:10]=[CH:11][CH:12]=3)[C:7]=2[CH:6]=[CH:5][CH:4]=1.[C:29]1(C)C=CC(S(O)(=O)=O)=CC=1.O, predict the reaction product. The product is: [CH2:27]([O:26][CH2:25][C@H:21]1[C:22](=[O:24])[O:23][CH2:29][N:20]1[C:18]([O:17][CH2:16][CH:14]1[C:13]2[CH:12]=[CH:11][CH:10]=[CH:9][C:8]=2[C:7]2[C:15]1=[CH:3][CH:4]=[CH:5][CH:6]=2)=[O:19])[CH3:28]. (2) Given the reactants Cl.[CH3:2][O:3][C:4]1[CH:14]=[CH:13][C:7]2[CH2:8][CH2:9][NH:10][CH2:11][CH2:12][C:6]=2[CH:5]=1.C=O.[C:17](O[BH-](OC(=O)C)OC(=O)C)(=O)C.[Na+].[OH-].[Na+], predict the reaction product. The product is: [CH3:2][O:3][C:4]1[CH:14]=[CH:13][C:7]2[CH2:8][CH2:9][N:10]([CH3:17])[CH2:11][CH2:12][C:6]=2[CH:5]=1. (3) Given the reactants [OH:1][C:2]1[CH:3]=[C:4]2[C:8](=[CH:9][CH:10]=1)[CH2:7][CH:6]([C:11]([O:13][CH3:14])=[O:12])[CH2:5]2.[C:15]1(B(O)O)[CH:20]=[CH:19][CH:18]=[CH:17][CH:16]=1.CCN(CC)CC, predict the reaction product. The product is: [O:1]([C:2]1[CH:3]=[C:4]2[C:8](=[CH:9][CH:10]=1)[CH2:7][CH:6]([C:11]([O:13][CH3:14])=[O:12])[CH2:5]2)[C:15]1[CH:20]=[CH:19][CH:18]=[CH:17][CH:16]=1. (4) Given the reactants [C:1]([O:5][C:6]([N:8]1[CH2:12][CH2:11][C@H:10]([O:13][C:14]2[CH:19]=[C:18]([F:20])[CH:17]=[CH:16][C:15]=2[NH:21][C:22]2[C:23]3[C:30]([CH3:31])=[C:29]([C:32](O)=[O:33])[S:28][C:24]=3[N:25]=[CH:26][N:27]=2)[CH2:9]1)=[O:7])([CH3:4])([CH3:3])[CH3:2].[NH3:35], predict the reaction product. The product is: [C:1]([O:5][C:6]([N:8]1[CH2:12][CH2:11][C@H:10]([O:13][C:14]2[CH:19]=[C:18]([F:20])[CH:17]=[CH:16][C:15]=2[NH:21][C:22]2[C:23]3[C:30]([CH3:31])=[C:29]([C:32]([NH2:35])=[O:33])[S:28][C:24]=3[N:25]=[CH:26][N:27]=2)[CH2:9]1)=[O:7])([CH3:4])([CH3:2])[CH3:3]. (5) Given the reactants [F:1][C:2]1[C:10]2[NH:9][N:8]=[CH:7][C:6]=2[C:5]([C:11]([O:13][CH3:14])=[O:12])=[CH:4][CH:3]=1.F[B-](F)(F)F.[CH3:20][O+](C)C, predict the reaction product. The product is: [F:1][C:2]1[C:10]2[C:6](=[CH:7][N:8]([CH3:20])[N:9]=2)[C:5]([C:11]([O:13][CH3:14])=[O:12])=[CH:4][CH:3]=1. (6) The product is: [Br:1][C:2]1[CH:7]=[CH:6][C:5]([O:8][CH2:9][CH3:10])=[C:4]2[C:3]=1[CH2:11][CH:12]([CH2:13][CH3:14])[N:15]=[CH:16]2. Given the reactants [Br:1][C:2]1[CH:7]=[CH:6][C:5]([O:8][CH2:9][CH3:10])=[CH:4][C:3]=1[CH2:11][CH:12]([NH:15][CH:16]=O)[CH2:13][CH3:14].O=P(Cl)(Cl)Cl, predict the reaction product. (7) Given the reactants [CH3:1][C:2]1[N:3]=[C:4]([C:22]2[CH:27]=[CH:26][C:25]([C:28]([F:31])([F:30])[F:29])=[CH:24][CH:23]=2)[S:5][C:6]=1[C@H:7]([O:10]C(=O)[C@H](OC)C1C=CC=CC=1)[CH2:8][CH3:9].[OH-].[Na+].Cl, predict the reaction product. The product is: [CH3:1][C:2]1[N:3]=[C:4]([C:22]2[CH:27]=[CH:26][C:25]([C:28]([F:31])([F:29])[F:30])=[CH:24][CH:23]=2)[S:5][C:6]=1[C@H:7]([OH:10])[CH2:8][CH3:9]. (8) The product is: [Cl:26][C:23]1[CH:24]=[CH:25][C:20]([C:18]([NH:17][CH:13]([CH2:12][C:7]2[C:5]3[C:4](=[CH:3][CH:2]=[CH:1][CH:6]=3)[NH:11][C:9](=[O:10])[CH:8]=2)[C:14]([O:16][CH2:37][CH2:38][CH2:39][CH2:40][N:41]2[CH2:46][CH2:45][N:44]([C:47]3[CH:52]=[CH:51][CH:50]=[C:49]([Cl:53])[CH:48]=3)[CH2:43][CH2:42]2)=[O:15])=[O:19])=[CH:21][CH:22]=1. Given the reactants [CH:1]1[CH:2]=[CH:3][C:4]2[NH:11][C:9](=[O:10])[CH:8]=[C:7]([CH2:12][CH:13]([NH:17][C:18]([C:20]3[CH:21]=[CH:22][C:23]([Cl:26])=[CH:24][CH:25]=3)=[O:19])[C:14]([OH:16])=[O:15])[C:5]=2[CH:6]=1.C1(C)C(S(O[CH2:37][CH2:38][CH2:39][CH2:40][N:41]2[CH2:46][CH2:45][N:44]([C:47]3[CH:52]=[CH:51][CH:50]=[C:49]([Cl:53])[CH:48]=3)[CH2:43][CH2:42]2)(=O)=O)=CC=CC=1, predict the reaction product.